Dataset: Full USPTO retrosynthesis dataset with 1.9M reactions from patents (1976-2016). Task: Predict the reactants needed to synthesize the given product. (1) Given the product [C:1]1([C:32]2[CH:37]=[CH:36][CH:35]=[CH:34][CH:33]=2)[CH:6]=[CH:5][CH:4]=[C:3]([CH2:7][N:8]([CH2:24][C:25]([OH:27])=[O:26])[S:9]([C:12]2[CH:13]=[C:14]3[C:19](=[CH:20][CH:21]=2)[O:18][C:17]([CH3:23])([CH3:22])[CH2:16][CH2:15]3)(=[O:11])=[O:10])[CH:2]=1, predict the reactants needed to synthesize it. The reactants are: [C:1]1([C:32]2[CH:37]=[CH:36][CH:35]=[CH:34][CH:33]=2)[CH:6]=[CH:5][CH:4]=[C:3]([CH2:7][N:8]([CH2:24][C:25]([O:27]C(C)(C)C)=[O:26])[S:9]([C:12]2[CH:13]=[C:14]3[C:19](=[CH:20][CH:21]=2)[O:18][C:17]([CH3:23])([CH3:22])[CH2:16][CH2:15]3)(=[O:11])=[O:10])[CH:2]=1.FC(F)(F)C(O)=O. (2) Given the product [C:3]([O:11][CH2:12][C@@H:13]([Br:1])[C@@H:14]([O:20][C:21](=[O:28])[C:22]1[CH:27]=[CH:26][CH:25]=[CH:24][CH:23]=1)[CH2:15][CH:16]=[N:17][O:18][CH3:19])(=[O:10])[C:4]1[CH:9]=[CH:8][CH:7]=[CH:6][CH:5]=1, predict the reactants needed to synthesize it. The reactants are: [Br-:1].[Li+].[C:3]([O:11][CH2:12][C@@H:13](OS(C1C=C(Cl)C(Cl)=CC=1Cl)(=O)=O)[C@@H:14]([O:20][C:21](=[O:28])[C:22]1[CH:27]=[CH:26][CH:25]=[CH:24][CH:23]=1)[CH2:15][CH:16]=[N:17][O:18][CH3:19])(=[O:10])[C:4]1[CH:9]=[CH:8][CH:7]=[CH:6][CH:5]=1.C(OCC)(=O)C.